From a dataset of Reaction yield outcomes from USPTO patents with 853,638 reactions. Predict the reaction yield, written as a fraction of the theoretical maximum amount of product (1.0 means a 100% yield; for example, 0.34 means a 34% yield). (1) The reactants are Br[C:2]1[S:6][C:5]2=[N:7][C:8]([CH2:10][N:11]3[CH2:16][CH2:15][N:14]([CH3:17])[CH2:13][CH2:12]3)=[CH:9][N:4]2[CH:3]=1.[N:18]1[CH:23]=[CH:22][C:21](B(O)[OH:25])=[CH:20][CH:19]=1.[C:27]([O-])([O-:29])=[O:28].[K+].[K+].[OH2:33]. The catalyst is C1COCC1.C1C=CC([P]([Pd]([P](C2C=CC=CC=2)(C2C=CC=CC=2)C2C=CC=CC=2)([P](C2C=CC=CC=2)(C2C=CC=CC=2)C2C=CC=CC=2)[P](C2C=CC=CC=2)(C2C=CC=CC=2)C2C=CC=CC=2)(C2C=CC=CC=2)C2C=CC=CC=2)=CC=1. The product is [C:27]([OH:29])(=[O:28])/[CH:9]=[CH:8]\[C:10]([OH:25])=[O:33].[CH3:17][N:14]1[CH2:15][CH2:16][N:11]([CH2:10][C:8]2[N:7]=[C:5]3[N:4]([CH:9]=2)[CH:3]=[C:2]([C:21]2[CH:22]=[CH:23][N:18]=[CH:19][CH:20]=2)[S:6]3)[CH2:12][CH2:13]1. The yield is 0.0600. (2) The reactants are [F:1][C:2]1[CH:7]=[C:6]([CH:8]2[CH2:12][CH2:11][O:10][CH2:9]2)[C:5]([OH:13])=[C:4]([CH3:14])[CH:3]=1.Br[CH2:16][C:17]([O:19][CH3:20])=[O:18].C(=O)([O-])[O-].[Cs+].[Cs+].C(=O)([O-])O.[Na+]. The catalyst is C(#N)C. The product is [F:1][C:2]1[CH:7]=[C:6]([CH:8]2[CH2:12][CH2:11][O:10][CH2:9]2)[C:5]([O:13][CH2:16][C:17]([O:19][CH3:20])=[O:18])=[C:4]([CH3:14])[CH:3]=1. The yield is 0.830. (3) The reactants are [CH2:1]([NH:5][N:6]1[C:15]2[C:10](=[CH:11][CH:12]=[CH:13][CH:14]=2)[C:9]([OH:16])=[C:8]([C:17]2[NH:22][C:21]3[CH:23]=[CH:24][C:25]([OH:27])=[CH:26][C:20]=3[S:19](=[O:29])(=[O:28])[N:18]=2)[C:7]1=[O:30])[CH2:2][CH2:3][CH3:4].C(=O)([O-])[O-].[Cs+].[Cs+].Br[CH2:38][C:39]([NH2:41])=[O:40]. The catalyst is [I-].C([N+](CCCC)(CCCC)CCCC)CCC.CN(C)C=O. The product is [CH2:1]([NH:5][N:6]1[C:15]2[C:10](=[CH:11][CH:12]=[CH:13][CH:14]=2)[C:9]([OH:16])=[C:8]([C:17]2[NH:22][C:21]3[CH:23]=[CH:24][C:25]([O:27][CH2:38][C:39]([NH2:41])=[O:40])=[CH:26][C:20]=3[S:19](=[O:28])(=[O:29])[N:18]=2)[C:7]1=[O:30])[CH2:2][CH2:3][CH3:4]. The yield is 0.950. (4) The yield is 0.600. The reactants are [NH:1]1[C:5]2[CH:6]=[CH:7][C:8]([C:10]([OH:12])=O)=[CH:9][C:4]=2[N:3]=[CH:2]1.[NH:13]1[CH2:18][CH2:17][CH2:16][C@@H:15]2[C:19]3[CH:20]=[CH:21][CH:22]=[CH:23][C:24]=3[CH2:25][C@H:14]12. No catalyst specified. The product is [NH:1]1[C:5]2[CH:6]=[CH:7][C:8]([C:10]([N:13]3[CH2:18][CH2:17][CH2:16][C@@H:15]4[C:19]5[CH:20]=[CH:21][CH:22]=[CH:23][C:24]=5[CH2:25][C@H:14]34)=[O:12])=[CH:9][C:4]=2[N:3]=[CH:2]1. (5) The reactants are FC(F)(F)S(O[C:7]1[CH2:8][CH2:9][N:10]([C:13]2[C:18]([F:19])=[CH:17][C:16]([N+:20]([O-:22])=[O:21])=[CH:15][C:14]=2[F:23])[CH2:11][CH:12]=1)(=O)=O.[F:26][C:27]1[CH:28]=[C:29](B2OC(C)(C)C(C)(C)O2)[CH:30]=[CH:31][C:32]=1[F:33].[Cl-].[Li+].C(=O)([O-])[O-].[Na+].[Na+]. The catalyst is COCCOC.C1C=CC([P]([Pd]([P](C2C=CC=CC=2)(C2C=CC=CC=2)C2C=CC=CC=2)([P](C2C=CC=CC=2)(C2C=CC=CC=2)C2C=CC=CC=2)[P](C2C=CC=CC=2)(C2C=CC=CC=2)C2C=CC=CC=2)(C2C=CC=CC=2)C2C=CC=CC=2)=CC=1. The product is [F:19][C:18]1[CH:17]=[C:16]([N+:20]([O-:22])=[O:21])[CH:15]=[C:14]([F:23])[C:13]=1[N:10]1[CH2:11][CH:12]=[C:7]([C:30]2[CH:29]=[CH:28][C:27]([F:26])=[C:32]([F:33])[CH:31]=2)[CH2:8][CH2:9]1. The yield is 0.630. (6) The reactants are [Br:1][C:2]1[CH:13]=[CH:12][C:5]2[O:6][CH2:7][CH2:8][CH2:9][C:10](=[O:11])[C:4]=2[CH:3]=1.C1CCCCC1.CO[CH:22](OC)[N:23]([CH3:25])[CH3:24]. No catalyst specified. The product is [Br:1][C:2]1[CH:13]=[CH:12][C:5]2[O:6][CH2:7][CH2:8]/[C:9](=[CH:22]\[N:23]([CH3:25])[CH3:24])/[C:10](=[O:11])[C:4]=2[CH:3]=1. The yield is 0.670. (7) The reactants are [CH:1]1([CH2:6][CH:7]([C:11]2[CH:16]=[CH:15][C:14]([S:17][C:18]([F:21])([F:20])[F:19])=[CH:13][CH:12]=2)[C:8]([OH:10])=[O:9])[CH2:5][CH2:4][CH2:3][CH2:2]1.[CH3:22]O. The catalyst is S(=O)(=O)(O)O. The product is [CH3:22][O:9][C:8](=[O:10])[CH:7]([C:11]1[CH:16]=[CH:15][C:14]([S:17][C:18]([F:21])([F:19])[F:20])=[CH:13][CH:12]=1)[CH2:6][CH:1]1[CH2:5][CH2:4][CH2:3][CH2:2]1. The yield is 0.990. (8) The reactants are F[C:2]1[CH:10]=[CH:9][C:8]([S:11]([CH3:14])(=[O:13])=[O:12])=[CH:7][C:3]=1[C:4]([OH:6])=[O:5].C(=O)([O-])[O-].[Cs+].[Cs+].[CH3:21][CH:22]([SH:24])[CH3:23].Cl. The catalyst is CN(C)C(=O)C. The product is [CH:22]([S:24][C:2]1[CH:10]=[CH:9][C:8]([S:11]([CH3:14])(=[O:13])=[O:12])=[CH:7][C:3]=1[C:4]([OH:6])=[O:5])([CH3:23])[CH3:21]. The yield is 0.990. (9) The reactants are [CH2:1]([O:3][C:4]1[CH:5]=[C:6]([CH:12]([N:17]2[CH2:25][C:24]3[C:19](=[CH:20][CH:21]=[CH:22][CH:23]=3)[C:18]2=[O:26])[CH2:13][C:14](O)=[O:15])[CH:7]=[CH:8][C:9]=1[O:10][CH3:11])[CH3:2].Cl.[CH2:28]([O:35][NH2:36])[C:29]1[CH:34]=[CH:33][CH:32]=[CH:31][CH:30]=1. The catalyst is O1CCCC1. The product is [CH2:28]([O:35][NH:36][C:14](=[O:15])[CH2:13][CH:12]([C:6]1[CH:7]=[CH:8][C:9]([O:10][CH3:11])=[C:4]([O:3][CH2:1][CH3:2])[CH:5]=1)[N:17]1[CH2:25][C:24]2[C:19](=[CH:20][CH:21]=[CH:22][CH:23]=2)[C:18]1=[O:26])[C:29]1[CH:34]=[CH:33][CH:32]=[CH:31][CH:30]=1. The yield is 0.750.